From a dataset of Full USPTO retrosynthesis dataset with 1.9M reactions from patents (1976-2016). Predict the reactants needed to synthesize the given product. (1) Given the product [Cl:15][C:16]1[N:21]=[C:20]([CH:12]([CH:4]2[N:3]([CH2:1][CH3:2])[C:7]3[CH:8]=[CH:9][CH:10]=[CH:11][C:6]=3[NH:5]2)[C:13]#[N:14])[CH:19]=[C:18]([CH3:23])[N:17]=1, predict the reactants needed to synthesize it. The reactants are: [CH2:1]([N:3]1[C:7]2[CH:8]=[CH:9][CH:10]=[CH:11][C:6]=2[NH:5][CH:4]1[CH2:12][C:13]#[N:14])[CH3:2].[Cl:15][C:16]1[N:21]=[C:20](Cl)[CH:19]=[C:18]([CH3:23])[N:17]=1. (2) Given the product [Br:3][C:4]1[CH:5]=[C:6]2[NH:12][C:11](=[O:13])[C:10]3([CH2:18][CH2:17][C:16]([OH:19])([CH3:1])[CH2:15][CH2:14]3)[C:7]2=[N:8][CH:9]=1, predict the reactants needed to synthesize it. The reactants are: [CH3:1][Li].[Br:3][C:4]1[CH:5]=[C:6]2[NH:12][C:11](=[O:13])[C:10]3([CH2:18][CH2:17][C:16](=[O:19])[CH2:15][CH2:14]3)[C:7]2=[N:8][CH:9]=1.[Cl-].[NH4+].